This data is from Reaction yield outcomes from USPTO patents with 853,638 reactions. The task is: Predict the reaction yield, written as a fraction of the theoretical maximum amount of product (1.0 means a 100% yield; for example, 0.34 means a 34% yield). (1) The product is [F:17][C:18]1[CH:39]=[CH:38][C:21]([CH2:22][N:23]2[C:27](=[O:28])[N:26]([C:29]3[S:30][C:31]([C:35]([NH:16][CH2:15][C:13]4[NH:12][N:11]=[C:10]([CH3:9])[CH:14]=4)=[O:36])=[C:32]([CH3:34])[N:33]=3)[CH:25]=[N:24]2)=[CH:20][CH:19]=1. No catalyst specified. The yield is 0.310. The reactants are N1C=CC=C(CN)C=1.[CH3:9][C:10]1[CH:14]=[C:13]([CH2:15][NH2:16])[NH:12][N:11]=1.[F:17][C:18]1[CH:39]=[CH:38][C:21]([CH2:22][N:23]2[C:27](=[O:28])[N:26]([C:29]3[S:30][C:31]([C:35](O)=[O:36])=[C:32]([CH3:34])[N:33]=3)[CH:25]=[N:24]2)=[CH:20][CH:19]=1. (2) The reactants are [C:1]([O:5][C:6]([NH:8][C:9]1([C:15]([OH:17])=O)[CH2:14][CH2:13][CH2:12][CH2:11][CH2:10]1)=[O:7])([CH3:4])([CH3:3])[CH3:2].[CH2:18]([NH2:25])[C:19]1[CH:24]=[CH:23][CH:22]=[CH:21][CH:20]=1.CN(C(ON1N=NC2C=CC=NC1=2)=[N+](C)C)C.F[P-](F)(F)(F)(F)F. The catalyst is C(Cl)Cl. The product is [CH2:18]([NH:25][C:15]([C:9]1([NH:8][C:6](=[O:7])[O:5][C:1]([CH3:2])([CH3:3])[CH3:4])[CH2:10][CH2:11][CH2:12][CH2:13][CH2:14]1)=[O:17])[C:19]1[CH:24]=[CH:23][CH:22]=[CH:21][CH:20]=1. The yield is 0.480. (3) The reactants are [CH3:1][S:2]([C:5]1[CH:25]=[CH:24][C:8]([CH2:9][CH:10]2[CH2:15][CH:14]([C:16]([O:18]C)=[O:17])[CH2:13][CH2:12][N:11]2[C:20]([O:22][CH3:23])=[O:21])=[CH:7][CH:6]=1)(=[O:4])=[O:3].[Br-].[Li+].C(N(CC)CC)C.CC(OC)(C)C. The catalyst is C(#N)C.O. The product is [CH3:23][O:22][C:20]([N:11]1[CH2:12][CH2:13][CH:14]([C:16]([OH:18])=[O:17])[CH2:15][CH:10]1[CH2:9][C:8]1[CH:7]=[CH:6][C:5]([S:2]([CH3:1])(=[O:4])=[O:3])=[CH:25][CH:24]=1)=[O:21]. The yield is 0.790. (4) The reactants are Cl.[O:2]=[C:3]1[NH:12][C:11]2[N:10]=[CH:9][C:8](/[CH:13]=[CH:14]/[C:15]([OH:17])=O)=[CH:7][C:6]=2[CH2:5][CH2:4]1.Cl.O=C1CC2C(=CC=C(/C=C/C(O)=O)C=2)N1.[CH3:34][NH:35][CH2:36][C:37]1[O:38][C:39]2[CH:45]=[CH:44][CH:43]=[CH:42][C:40]=2[CH:41]=1.CC1NC2C(C=1CNC)=CC=CC=2. No catalyst specified. The product is [O:38]1[C:39]2[CH:45]=[CH:44][CH:43]=[CH:42][C:40]=2[CH:41]=[C:37]1[CH2:36][N:35]([CH3:34])[C:15](=[O:17])/[CH:14]=[CH:13]/[C:8]1[CH:9]=[N:10][C:11]2[NH:12][C:3](=[O:2])[CH2:4][CH2:5][C:6]=2[CH:7]=1. The yield is 0.900. (5) The reactants are [CH3:1][O:2][CH:3]1[CH2:8][CH2:7][CH2:6][CH2:5][CH:4]1[N:9]1[C:18]2[C:13](=[CH:14][C:15]([S:19](OC3C(F)=C(F)C(F)=C(F)C=3F)(=[O:21])=[O:20])=[CH:16][CH:17]=2)[CH:12]=[CH:11][C:10]1=[O:34].[NH2:35][C:36]1[S:40][N:39]=[CH:38][N:37]=1. The catalyst is CCOC(C)=O. The product is [CH3:1][O:2][C@H:3]1[CH2:8][CH2:7][CH2:6][CH2:5][C@@H:4]1[N:9]1[C:18]2[C:13](=[CH:14][C:15]([S:19]([NH:35][C:36]3[S:40][N:39]=[CH:38][N:37]=3)(=[O:21])=[O:20])=[CH:16][CH:17]=2)[CH:12]=[CH:11][C:10]1=[O:34]. The yield is 0.387. (6) The reactants are [OH:1][C:2]1[CH:11]=[C:10]2[C:5]([CH:6]=[CH:7][CH:8]=[C:9]2[NH:12][C:13](=[O:19])[O:14][C:15]([CH3:18])([CH3:17])[CH3:16])=[CH:4][CH:3]=1.C(=O)([O-])[O-].[Cs+].[Cs+].I[CH2:27][CH3:28].O. The catalyst is CN(C=O)C. The product is [CH2:27]([O:1][C:2]1[CH:11]=[C:10]2[C:5]([CH:6]=[CH:7][CH:8]=[C:9]2[NH:12][C:13](=[O:19])[O:14][C:15]([CH3:16])([CH3:18])[CH3:17])=[CH:4][CH:3]=1)[CH3:28]. The yield is 0.675. (7) The reactants are [OH:1][C:2]1[CH:3]=[C:4]2[C:8](=[C:9]([N:11]([CH3:21])[S:12]([C:15]3[CH:20]=[CH:19][CH:18]=[CH:17][N:16]=3)(=[O:14])=[O:13])[CH:10]=1)[NH:7][C:6]([C:22]1[S:23][CH:24]([CH2:27][N:28]3[CH2:33][CH2:32][S:31][CH2:30][CH2:29]3)[CH2:25][N:26]=1)=[CH:5]2.C(P(CCCC)CCCC)CCC.[CH3:47][O:48][CH2:49][C@H:50](O)[CH3:51].N(C(N1CCCCC1)=O)=NC(N1CCCCC1)=O. The catalyst is C1(C)C=CC=CC=1.O1CCCC1. The product is [CH3:47][O:48][CH2:49][C@H:50]([CH3:51])[O:1][C:2]1[CH:3]=[C:4]2[C:8](=[C:9]([N:11]([CH3:21])[S:12]([C:15]3[CH:20]=[CH:19][CH:18]=[CH:17][N:16]=3)(=[O:14])=[O:13])[CH:10]=1)[NH:7][C:6]([C:22]1[S:23][CH:24]([CH2:27][N:28]3[CH2:33][CH2:32][S:31][CH2:30][CH2:29]3)[CH2:25][N:26]=1)=[CH:5]2. The yield is 0.480. (8) The reactants are C([O:8][C:9]([CH2:11][N:12]1[CH2:25][CH2:24][CH2:23][NH:22][CH2:21][CH2:20][N:19]([CH2:26][C:27]([O:29]CC2C=CC=CC=2)=[O:28])[CH2:18][CH2:17][CH2:16][NH:15][CH2:14][CH2:13]1)=[O:10])C1C=CC=CC=1.C(OCC)C. The catalyst is C(O)C.[Pd]. The product is [C:9]([CH2:11][N:12]1[CH2:25][CH2:24][CH2:23][NH:22][CH2:21][CH2:20][N:19]([CH2:26][C:27]([OH:29])=[O:28])[CH2:18][CH2:17][CH2:16][NH:15][CH2:14][CH2:13]1)([OH:10])=[O:8]. The yield is 0.980. (9) The reactants are Br[C:2]1[CH:7]=[C:6]([CH3:8])[C:5]([CH3:9])=[CH:4][C:3]=1Br.[NH2:11][C:12]1[CH:17]=[CH:16][C:15]([CH3:18])=[CH:14][CH:13]=1. No catalyst specified. The product is [CH3:9][C:5]1[CH:4]=[C:3]([NH:11][C:12]2[CH:17]=[CH:16][C:15]([CH3:18])=[CH:14][CH:13]=2)[C:2]([NH:11][C:12]2[CH:17]=[CH:16][C:15]([CH3:18])=[CH:14][CH:13]=2)=[CH:7][C:6]=1[CH3:8]. The yield is 0.910.